Predict the reactants needed to synthesize the given product. From a dataset of Full USPTO retrosynthesis dataset with 1.9M reactions from patents (1976-2016). (1) Given the product [C:17]([OH:21])(=[O:20])[CH:18]=[CH2:19].[NH2:3][C:30]([O:34][CH2:35][CH3:36])=[O:33], predict the reactants needed to synthesize it. The reactants are: O=C=[N:3]C1CC(C)(C)CC(C)(CN=C=O)C1.[C:17]([O:21]CC(CC)CCCC)(=[O:20])[CH:18]=[CH2:19].[C:30]([O:34][CH2:35][CH2:36]O)(=[O:33])C=C. (2) Given the product [F:27][C:13]([F:12])([F:26])[C:14]1[S:18][C:17]2[CH:19]=[CH:20][CH:21]=[C:1]([C:2]([Cl:4])=[O:3])[C:16]=2[CH:15]=1, predict the reactants needed to synthesize it. The reactants are: [C:1](Cl)(=O)[C:2]([Cl:4])=[O:3].CN(C)C=O.[F:12][C:13]([F:27])([F:26])[C:14]1[S:18][C:17]2[CH:19]=[CH:20][CH:21]=C(C(O)=O)[C:16]=2[CH:15]=1. (3) Given the product [NH2:7][C:6]1[C:5]([CH3:9])=[CH:4][C:3]([F:10])=[C:2]([CH:8]=1)[C:12]#[N:13], predict the reactants needed to synthesize it. The reactants are: Br[C:2]1[C:3]([F:10])=[CH:4][C:5]([CH3:9])=[C:6]([CH:8]=1)[NH2:7].[Cu][C:12]#[N:13].O.[OH-].[NH4+]. (4) The reactants are: [N-:1]=[C:2]=[O:3].C(N([CH:10]([CH3:12])[CH3:11])CC)(C)C.[ClH:13].[NH2:14][CH:15]([CH2:20][NH:21][C:22]([O:24][C:25]([CH3:28])([CH3:27])[CH3:26])=[O:23])[C:16]([O:18]C)=O.[CH2:29]1[CH2:39]CN2[C:32](=[N:33]CCC2)[CH2:31][CH2:30]1. Given the product [C:25]([O:24][C:22](=[O:23])[NH:21][CH2:20][CH:15]1[C:16](=[O:18])[N:1]([C:39]2[CH:29]=[CH:30][C:31]([C:32]#[N:33])=[C:12]([Cl:13])[C:10]=2[CH3:11])[C:2](=[O:3])[NH:14]1)([CH3:28])([CH3:27])[CH3:26], predict the reactants needed to synthesize it. (5) Given the product [OH:43][C@@H:42]([CH2:41][OH:40])[CH2:44][CH2:45][NH:46][C:34]([CH:16]1[CH:15]([C:11]2[CH:12]=[CH:13][CH:14]=[C:9]([Cl:8])[C:10]=2[F:37])[C:19]([C:22]2[CH:23]=[CH:24][C:25]([Cl:28])=[CH:26][CH:27]=2)([C:20]#[N:21])[CH:18]([CH2:29][C:30]([CH3:33])([CH3:31])[CH3:32])[NH:17]1)=[O:36], predict the reactants needed to synthesize it. The reactants are: FC(F)(F)C(O)=O.[Cl:8][C:9]1[C:10]([F:37])=[C:11]([CH:15]2[C:19]([C:22]3[CH:27]=[CH:26][C:25]([Cl:28])=[CH:24][CH:23]=3)([C:20]#[N:21])[CH:18]([CH2:29][C:30]([CH3:33])([CH3:32])[CH3:31])[NH:17][CH:16]2[C:34]([OH:36])=O)[CH:12]=[CH:13][CH:14]=1.CC1(C)[O:43][C@H:42]([CH2:44][CH2:45][NH2:46])[CH2:41][O:40]1.CN(C(ON1N=NC2C=CC=NC1=2)=[N+](C)C)C.F[P-](F)(F)(F)(F)F.CCN(C(C)C)C(C)C.Cl.